This data is from Full USPTO retrosynthesis dataset with 1.9M reactions from patents (1976-2016). The task is: Predict the reactants needed to synthesize the given product. The reactants are: NC1CCC(NC2N=C(NC3CCC(N)CC3)N=C(Cl)N=2)CC1.C(OC(=O)[NH:30][C@@H:31]1[CH2:35][CH2:34][N:33]([C:36](=[O:52])[NH:37][CH:38]2[CH2:43][CH2:42][CH:41]([NH:44]C(OC(C)(C)C)=O)[CH2:40][CH2:39]2)[CH2:32]1)(C)(C)C. Given the product [NH2:44][CH:41]1[CH2:42][CH2:43][CH:38]([NH:37][C:36]([N:33]2[CH2:34][CH2:35][C@@H:31]([NH2:30])[CH2:32]2)=[O:52])[CH2:39][CH2:40]1, predict the reactants needed to synthesize it.